This data is from Reaction yield outcomes from USPTO patents with 853,638 reactions. The task is: Predict the reaction yield, written as a fraction of the theoretical maximum amount of product (1.0 means a 100% yield; for example, 0.34 means a 34% yield). (1) The reactants are Br[C:2]1[CH:3]=[C:4]([S:8]([NH:11][CH2:12][CH2:13][CH2:14][N:15]([CH2:18][CH3:19])[CH2:16][CH3:17])(=[O:10])=[O:9])[CH:5]=[CH:6][CH:7]=1.[NH2:20][C:21]1[CH:22]=[C:23]([CH:33]=[CH:34][CH:35]=1)[C:24]([NH:26][C:27]1[CH:32]=[CH:31][N:30]=[CH:29][CH:28]=1)=[O:25].CC(C1C=C(C(C)C)C(C2C=CC=CC=2P(C2CCCCC2)C2CCCCC2)=C(C(C)C)C=1)C.C([O-])([O-])=O.[K+].[K+]. The catalyst is CC(O)(C)C.C1C=CC(/C=C/C(/C=C/C2C=CC=CC=2)=O)=CC=1.C1C=CC(/C=C/C(/C=C/C2C=CC=CC=2)=O)=CC=1.C1C=CC(/C=C/C(/C=C/C2C=CC=CC=2)=O)=CC=1.[Pd].[Pd]. The product is [CH2:16]([N:15]([CH2:18][CH3:19])[CH2:14][CH2:13][CH2:12][NH:11][S:8]([C:4]1[CH:3]=[C:2]([NH:20][C:21]2[CH:22]=[C:23]([CH:33]=[CH:34][CH:35]=2)[C:24]([NH:26][C:27]2[CH:32]=[CH:31][N:30]=[CH:29][CH:28]=2)=[O:25])[CH:7]=[CH:6][CH:5]=1)(=[O:10])=[O:9])[CH3:17]. The yield is 0.460. (2) The reactants are [NH2:1][C:2]1[CH:3]=[CH:4][C:5]([Cl:29])=[C:6]2[C:10]=1[C:9](=[O:11])[N:8]([C@@H:12]([C:18]1[CH:23]=[CH:22][C:21]([O:24][CH3:25])=[C:20]([O:26][CH2:27][CH3:28])[CH:19]=1)[CH2:13][S:14]([CH3:17])(=[O:16])=[O:15])[CH2:7]2.[CH3:30][N:31]([CH3:35])[C:32](Cl)=[O:33]. No catalyst specified. The product is [Cl:29][C:5]1[CH:4]=[CH:3][C:2]([NH:1][C:32](=[O:33])[N:31]([CH3:35])[CH3:30])=[C:10]2[C:6]=1[CH2:7][N:8]([C@@H:12]([C:18]1[CH:23]=[CH:22][C:21]([O:24][CH3:25])=[C:20]([O:26][CH2:27][CH3:28])[CH:19]=1)[CH2:13][S:14]([CH3:17])(=[O:15])=[O:16])[C:9]2=[O:11]. The yield is 0.700. (3) The reactants are [Br:1][C:2]1[CH:3]=[CH:4][C:5]([C:9]2[C:17]3[C:12](=[CH:13][N:14]=[C:15]([C:18]4[CH:19]=[N:20][CH:21]=[CH:22][CH:23]=4)[CH:16]=3)[N:11](COCC[Si](C)(C)C)[N:10]=2)=[N:6][C:7]=1F.[NH:32]1[CH2:37][CH2:36][CH2:35][C@@H:34]([NH:38]C(=O)OC(C)(C)C)[CH2:33]1. No catalyst specified. The product is [Br:1][C:2]1[C:7]([N:32]2[CH2:37][CH2:36][CH2:35][C@@H:34]([NH2:38])[CH2:33]2)=[N:6][C:5]([C:9]2[C:17]3[C:12](=[CH:13][N:14]=[C:15]([C:18]4[CH:19]=[N:20][CH:21]=[CH:22][CH:23]=4)[CH:16]=3)[NH:11][N:10]=2)=[CH:4][CH:3]=1. The yield is 0.359. (4) The reactants are [F:1][C:2]1[CH:7]=[CH:6][C:5]([C:8]2[C:13]([C:14]([F:17])([F:16])[F:15])=[N:12][NH:11][C:10](=O)[CH:9]=2)=[CH:4][CH:3]=1.P(Cl)(Cl)([Cl:21])=O.C(=O)([O-])O.[Na+].ClCCl. The catalyst is C(#N)C. The product is [Cl:21][C:10]1[N:11]=[N:12][C:13]([C:14]([F:17])([F:16])[F:15])=[C:8]([C:5]2[CH:6]=[CH:7][C:2]([F:1])=[CH:3][CH:4]=2)[CH:9]=1. The yield is 0.790. (5) The reactants are C([O:8][C:9]1[CH:18]=[C:17]2[C:12]([C:13]([O:19][C:20]3[CH:25]=[CH:24][C:23]([NH:26][C:27](=[O:39])[C:28]([NH:30][CH2:31][CH2:32][C:33]4[CH:38]=[CH:37][CH:36]=[CH:35][CH:34]=4)=[O:29])=[CH:22][C:21]=3[F:40])=[CH:14][CH:15]=[N:16]2)=[CH:11][C:10]=1[O:41][CH3:42])C1C=CC=CC=1. The catalyst is CO.CN(C=O)C.ClCCl.C(OCC)(=O)C.C(O)(=O)C.[OH-].[Pd+2].[OH-]. The product is [F:40][C:21]1[CH:22]=[C:23]([NH:26][C:27](=[O:39])[C:28]([NH:30][CH2:31][CH2:32][C:33]2[CH:34]=[CH:35][CH:36]=[CH:37][CH:38]=2)=[O:29])[CH:24]=[CH:25][C:20]=1[O:19][C:13]1[C:12]2[C:17](=[CH:18][C:9]([OH:8])=[C:10]([O:41][CH3:42])[CH:11]=2)[N:16]=[CH:15][CH:14]=1. The yield is 0.950.